Dataset: Full USPTO retrosynthesis dataset with 1.9M reactions from patents (1976-2016). Task: Predict the reactants needed to synthesize the given product. (1) Given the product [CH3:20][N:16]1[C:15]2[CH:21]=[C:11]([C:3]3[CH:2]=[N:1][CH:6]=[CH:5][CH:4]=3)[CH:12]=[CH:13][C:14]=2[O:18][C:17]1=[O:19], predict the reactants needed to synthesize it. The reactants are: [N:1]1[CH:6]=[CH:5][CH:4]=[C:3](B(O)O)[CH:2]=1.Br[C:11]1[CH:12]=[CH:13][C:14]2[O:18][C:17](=[O:19])[N:16]([CH3:20])[C:15]=2[CH:21]=1.C([O-])([O-])=O.[Na+].[Na+]. (2) Given the product [O:14]1[CH2:18][CH2:17][CH:16]([CH2:19][NH:1][C@H:2]2[CH2:6][CH2:5][N:4]([C:7]([O:9][C:10]([CH3:13])([CH3:12])[CH3:11])=[O:8])[CH2:3]2)[CH2:15]1, predict the reactants needed to synthesize it. The reactants are: [NH2:1][C@H:2]1[CH2:6][CH2:5][N:4]([C:7]([O:9][C:10]([CH3:13])([CH3:12])[CH3:11])=[O:8])[CH2:3]1.[O:14]1[CH2:18][CH2:17][CH:16]([CH:19]=O)[CH2:15]1.S([O-])([O-])(=O)=O.[Mg+2].C(O[BH-](OC(=O)C)OC(=O)C)(=O)C.[Na+]. (3) Given the product [O:36]1[CH2:37][CH2:38][CH2:39][C@H:35]1[CH2:34][N:1]1[C:9]2[C:4](=[CH:5][CH:6]=[CH:7][CH:8]=2)[C:3]2([C:21]3[C:12](=[CH:13][C:14]4[O:19][CH2:18][CH2:17][O:16][C:15]=4[CH:20]=3)[O:11][CH2:10]2)[C:2]1=[O:22], predict the reactants needed to synthesize it. The reactants are: [NH:1]1[C:9]2[C:4](=[CH:5][CH:6]=[CH:7][CH:8]=2)[C:3]2([C:21]3[C:12](=[CH:13][C:14]4[O:19][CH2:18][CH2:17][O:16][C:15]=4[CH:20]=3)[O:11][CH2:10]2)[C:2]1=[O:22].CC1C=CC(S(O[CH2:34][C@@H:35]2[CH2:39][CH2:38][CH2:37][O:36]2)(=O)=O)=CC=1.BrCC1CCCCO1.